Dataset: Reaction yield outcomes from USPTO patents with 853,638 reactions. Task: Predict the reaction yield, written as a fraction of the theoretical maximum amount of product (1.0 means a 100% yield; for example, 0.34 means a 34% yield). (1) The reactants are [N+:1]([C:4]1[CH:12]=[C:11]2[C:7]([CH2:8][CH2:9][NH:10]2)=[CH:6][CH:5]=1)([O-:3])=[O:2].CI.[C:15]([O-])([O-])=O.[K+].[K+]. The catalyst is CC(C)=O. The product is [CH3:15][N:10]1[C:11]2[C:7](=[CH:6][CH:5]=[C:4]([N+:1]([O-:3])=[O:2])[CH:12]=2)[CH2:8][CH2:9]1. The yield is 0.840. (2) The product is [O:12]=[C:8]1[CH2:7][CH2:6][CH2:5][C:4]2[CH:3]=[C:2]([NH:1][C:13](=[O:15])[CH3:14])[CH:11]=[CH:10][C:9]1=2. The yield is 0.790. The catalyst is N1C=CC=CC=1.ClCCl. The reactants are [NH2:1][C:2]1[CH:3]=[C:4]2[C:9](=[CH:10][CH:11]=1)[C:8](=[O:12])[CH2:7][CH2:6][CH2:5]2.[C:13](OC(=O)C)(=[O:15])[CH3:14]. (3) The reactants are [NH2:1][C:2]1[N:3]=[C:4]2[CH:9]=[CH:8][C:7]([O:10][C:11]3[CH:12]=[C:13]([NH:17][C:18](=[O:30])[C:19]4[CH:24]=[CH:23][CH:22]=[C:21]([C:25]5([C:28]#[N:29])[CH2:27][CH2:26]5)[CH:20]=4)[CH:14]=[CH:15][CH:16]=3)=[N:6][N:5]2[CH:31]=1.[F:32][C:33]([F:44])([F:43])[C:34]1[CH:42]=[CH:41][C:37]([C:38](O)=[O:39])=[CH:36][N:35]=1.C(Cl)(=O)C(Cl)=O.O1CCCC1. The catalyst is CN(C)C=O.CN(C)C(=O)C. The product is [C:28]([C:25]1([C:21]2[CH:20]=[C:19]([CH:24]=[CH:23][CH:22]=2)[C:18]([NH:17][C:13]2[CH:12]=[C:11]([CH:16]=[CH:15][CH:14]=2)[O:10][C:7]2[CH:8]=[CH:9][C:4]3[N:5]([CH:31]=[C:2]([NH:1][C:38](=[O:39])[C:37]4[CH:41]=[CH:42][C:34]([C:33]([F:44])([F:32])[F:43])=[N:35][CH:36]=4)[N:3]=3)[N:6]=2)=[O:30])[CH2:27][CH2:26]1)#[N:29]. The yield is 0.270.